This data is from Reaction yield outcomes from USPTO patents with 853,638 reactions. The task is: Predict the reaction yield, written as a fraction of the theoretical maximum amount of product (1.0 means a 100% yield; for example, 0.34 means a 34% yield). (1) The reactants are C([O:8][C:9]1[CH:14]=[CH:13][C:12]([C:15]2[CH:20]=[CH:19][C:18]([C:21]([F:24])([F:23])[F:22])=[CH:17][N:16]=2)=[CH:11][CH:10]=1)C1C=CC=CC=1.[H][H]. The catalyst is C(O)C.C1COCC1.[Pd]. The product is [F:24][C:21]([F:22])([F:23])[C:18]1[CH:19]=[CH:20][C:15]([C:12]2[CH:11]=[CH:10][C:9]([OH:8])=[CH:14][CH:13]=2)=[N:16][CH:17]=1. The yield is 0.675. (2) The reactants are [CH3:1][C:2]1[C:6]([C:7]([OH:9])=O)=[CH:5][O:4][N:3]=1.O1CCCC1.C(Cl)(=O)C(Cl)=O.[NH2:21][C:22]1[CH:23]=[C:24]([CH:41]=[CH:42][C:43]=1[F:44])[O:25][C:26]1[CH:27]=[CH:28][C:29]2[N:30]([CH:32]=[C:33]([NH:35][C:36]([CH:38]3[CH2:40][CH2:39]3)=[O:37])[N:34]=2)[N:31]=1. The yield is 0.650. The catalyst is CN(C)C=O.CN1CCCC1=O. The product is [CH:38]1([C:36]([NH:35][C:33]2[N:34]=[C:29]3[CH:28]=[CH:27][C:26]([O:25][C:24]4[CH:41]=[CH:42][C:43]([F:44])=[C:22]([NH:21][C:7]([C:6]5[C:2]([CH3:1])=[N:3][O:4][CH:5]=5)=[O:9])[CH:23]=4)=[N:31][N:30]3[CH:32]=2)=[O:37])[CH2:39][CH2:40]1. (3) The reactants are [F:1][C:2]1[CH:21]=[C:20]([N+:22]([O-:24])=[O:23])[CH:19]=[CH:18][C:3]=1[O:4][C:5]1[C:14]2[C:9](=[CH:10][C:11]([OH:17])=[C:12]([O:15][CH3:16])[CH:13]=2)[N:8]=[CH:7][CH:6]=1.[CH3:25][N:26]1[CH2:31][CH2:30][N:29]([CH2:32][CH2:33][CH2:34]O)[CH2:28][CH2:27]1.C1C=CC(P(C2C=CC=CC=2)C2C=CC=CC=2)=CC=1.N(/C(OCC)=O)=N\C(OCC)=O. The catalyst is C(Cl)Cl. The product is [F:1][C:2]1[CH:21]=[C:20]([N+:22]([O-:24])=[O:23])[CH:19]=[CH:18][C:3]=1[O:4][C:5]1[C:14]2[C:9](=[CH:10][C:11]([O:17][CH2:34][CH2:33][CH2:32][N:29]3[CH2:30][CH2:31][N:26]([CH3:25])[CH2:27][CH2:28]3)=[C:12]([O:15][CH3:16])[CH:13]=2)[N:8]=[CH:7][CH:6]=1. The yield is 0.870.